Dataset: Full USPTO retrosynthesis dataset with 1.9M reactions from patents (1976-2016). Task: Predict the reactants needed to synthesize the given product. (1) Given the product [CH2:19]([CH:26]1[CH2:31][CH2:30][N:29]([C:14]([C:10]2[NH:11][C:12]3[CH:13]=[C:4]4[O:3][C:2](=[O:1])[NH:18][C:5]4=[CH:6][C:7]=3[C:8](=[O:17])[CH:9]=2)=[O:16])[CH2:28][CH2:27]1)[C:20]1[CH:25]=[CH:24][CH:23]=[CH:22][CH:21]=1, predict the reactants needed to synthesize it. The reactants are: [O:1]=[C:2]1[NH:18][C:5]2=[CH:6][C:7]3[C:8](=[O:17])[CH:9]=[C:10]([C:14]([OH:16])=O)[NH:11][C:12]=3[CH:13]=[C:4]2[O:3]1.[CH2:19]([CH:26]1[CH2:31][CH2:30][NH:29][CH2:28][CH2:27]1)[C:20]1[CH:25]=[CH:24][CH:23]=[CH:22][CH:21]=1. (2) Given the product [CH3:32][O:31][C:29](=[O:30])[C:28]1[CH:33]=[CH:34][C:25]([CH2:24][N:10]2[C:11]3[C@:12]4([CH3:22])[C:19]([CH3:21])([CH3:20])[C@@H:15]([CH2:14][CH2:13]4)[C:16]=3[C:17](=[O:18])[N:9]2[C:3]2[CH:4]=[CH:5][C:6]([F:8])=[CH:7][C:2]=2[F:1])=[CH:26][CH:27]=1, predict the reactants needed to synthesize it. The reactants are: [F:1][C:2]1[CH:7]=[C:6]([F:8])[CH:5]=[CH:4][C:3]=1[N:9]1[C:17](=[O:18])[C:16]2[C@H:15]3[C:19]([CH3:21])([CH3:20])[C@:12]([CH3:22])([CH2:13][CH2:14]3)[C:11]=2[NH:10]1.Br[CH2:24][C:25]1[CH:34]=[CH:33][C:28]([C:29]([O:31][CH3:32])=[O:30])=[CH:27][CH:26]=1.ClCCl. (3) The reactants are: [S:1]1[CH:5]=[C:4]([CH:6]=[O:7])[N:3]=[CH:2]1.[F-].C([N+](CCCC)(CCCC)CCCC)CCC.[F:26][C:27]([Si](C)(C)C)([F:29])[F:28]. Given the product [F:26][C:27]([F:29])([F:28])[CH:6]([C:4]1[N:3]=[CH:2][S:1][CH:5]=1)[OH:7], predict the reactants needed to synthesize it. (4) Given the product [Br:1][C:2]1[CH:7]=[C:6]([O:8][CH:10]2[CH2:14][CH2:13][CH2:12][CH2:11]2)[CH:5]=[CH:4][N:3]=1, predict the reactants needed to synthesize it. The reactants are: [Br:1][C:2]1[CH:7]=[C:6]([OH:8])[CH:5]=[CH:4][N:3]=1.Br[CH:10]1[CH2:14][CH2:13][CH2:12][CH2:11]1.C(=O)([O-])[O-].[Cs+].[Cs+]. (5) Given the product [CH3:51][C@H:41]1[CH2:42][N:43]([CH:47]2[CH2:50][O:49][CH2:48]2)[C@H:44]([CH3:46])[CH2:45][N:40]1[C:37]1[CH:38]=[CH:39][C:34]([NH:33][C:31]2[C:30](=[O:52])[N:29]([CH3:53])[CH:28]=[C:27]([C:7]3[C:6]([CH2:5][OH:4])=[C:11]([N:12]4[C:24](=[O:25])[C:23]5[S:22][C:21]6[CH2:20][CH2:19][CH2:18][CH2:17][C:16]=6[C:15]=5[CH:14]=[N:13]4)[CH:10]=[C:9]([F:26])[CH:8]=3)[CH:32]=2)=[N:35][CH:36]=1, predict the reactants needed to synthesize it. The reactants are: C([O:4][CH2:5][C:6]1[C:11]([N:12]2[C:24](=[O:25])[C:23]3[S:22][C:21]4[CH2:20][CH2:19][CH2:18][CH2:17][C:16]=4[C:15]=3[CH:14]=[N:13]2)=[CH:10][C:9]([F:26])=[CH:8][C:7]=1[C:27]1[CH:32]=[C:31]([NH:33][C:34]2[CH:39]=[CH:38][C:37]([N:40]3[CH2:45][C@@H:44]([CH3:46])[N:43]([CH:47]4[CH2:50][O:49][CH2:48]4)[CH2:42][C@@H:41]3[CH3:51])=[CH:36][N:35]=2)[C:30](=[O:52])[N:29]([CH3:53])[CH:28]=1)(=O)C.[OH-].[Li+]. (6) Given the product [N:7]1[C:2]2[C:1](=[CH:6][CH:5]=[CH:4][CH:3]=2)[N:8]=[CH:10][CH:9]=1, predict the reactants needed to synthesize it. The reactants are: [C:1]1([NH2:8])[CH:6]=[CH:5][CH:4]=[CH:3][C:2]=1[NH2:7].[C:9](O)(=O)[CH3:10].CCOCC.